Predict the product of the given reaction. From a dataset of Forward reaction prediction with 1.9M reactions from USPTO patents (1976-2016). (1) Given the reactants C(C([NH:7][C@H:8]([C:10](O)=[O:11])[CH3:9])=O)(C)(C)C.C1(P(C2C=CC=CC=2)C2C=CC=CC=2)C=CC=CC=1.ClC(Cl)(Cl)C(Cl)(Cl)Cl.[NH2:40][C@H:41]([C:47]([OH:49])=[O:48])[CH2:42][CH2:43][C:44](=[O:46])[NH2:45].[OH-].[K+].[N+]([O-])(O)=O, predict the reaction product. The product is: [NH2:7][C@H:8]([C:10]([NH:40][C@H:41]([C:47]([OH:49])=[O:48])[CH2:42][CH2:43][C:44](=[O:46])[NH2:45])=[O:11])[CH3:9]. (2) The product is: [NH2:12][C:8]1[CH:7]=[CH:6][CH:5]=[C:4]2[C:9]=1[CH:10]=[N:11][N:2]([CH3:1])[C:3]2=[O:15]. Given the reactants [CH3:1][N:2]1[N:11]=[CH:10][C:9]2[C:4](=[CH:5][CH:6]=[CH:7][C:8]=2[N+:12]([O-])=O)[C:3]1=[O:15].[H][H], predict the reaction product. (3) Given the reactants [CH2:1]([C@@:8]([OH:28])([C:12]([N:14]1[C@H:18]2[C:19]3[CH:20]=[CH:21][CH:22]=[CH:23][C:24]=3[CH2:25][C@H:17]2[O:16][C:15]1([CH3:27])[CH3:26])=[O:13])[CH2:9][CH:10]=O)[C:2]1[CH:7]=[CH:6][CH:5]=[CH:4][CH:3]=1.[CH3:29][O:30][C:31]([NH:33][C@H:34]([C:39]([NH:41][NH2:42])=[O:40])[C:35]([CH3:38])([CH3:37])[CH3:36])=[O:32].[BH-](OC(C)=O)(OC(C)=O)OC(C)=O.[Na+], predict the reaction product. The product is: [CH3:29][O:30][C:31](=[O:32])[NH:33][C@H:34]([C:39]([NH:41][NH:42][CH2:10][CH2:9][C@:8]([CH2:1][C:2]1[CH:3]=[CH:4][CH:5]=[CH:6][CH:7]=1)([OH:28])[C:12]([N:14]1[C@H:18]2[C:19]3[CH:20]=[CH:21][CH:22]=[CH:23][C:24]=3[CH2:25][C@H:17]2[O:16][C:15]1([CH3:27])[CH3:26])=[O:13])=[O:40])[C:35]([CH3:38])([CH3:37])[CH3:36].